Dataset: Full USPTO retrosynthesis dataset with 1.9M reactions from patents (1976-2016). Task: Predict the reactants needed to synthesize the given product. (1) Given the product [CH2:24]([O:26][C:27](=[O:38])[CH2:28][CH2:29][S:30][CH2:31][C:32]1[N:33]=[C:34]([NH:37][C:10](=[O:12])[C:9]2[CH:13]=[C:14]([O:16][C@@H:17]([CH3:21])[CH2:18][O:19][CH3:20])[CH:15]=[C:7]([O:6][C:5]3[CH:4]=[CH:3][C:2]([F:1])=[CH:23][CH:22]=3)[CH:8]=2)[S:35][CH:36]=1)[CH3:25], predict the reactants needed to synthesize it. The reactants are: [F:1][C:2]1[CH:23]=[CH:22][C:5]([O:6][C:7]2[CH:8]=[C:9]([CH:13]=[C:14]([O:16][C@@H:17]([CH3:21])[CH2:18][O:19][CH3:20])[CH:15]=2)[C:10]([OH:12])=O)=[CH:4][CH:3]=1.[CH2:24]([O:26][C:27](=[O:38])[CH2:28][CH2:29][S:30][CH2:31][C:32]1[N:33]=[C:34]([NH2:37])[S:35][CH:36]=1)[CH3:25]. (2) Given the product [CH2:1]([O:5][C:6]1[CH:7]=[C:8]2[C:12](=[CH:13][CH:14]=1)[N:11]([CH3:17])[N:10]=[C:9]2[CH:15]=[O:16])[CH:2]([CH3:4])[CH3:3], predict the reactants needed to synthesize it. The reactants are: [CH2:1]([O:5][C:6]1[CH:7]=[C:8]2[C:12](=[CH:13][CH:14]=1)[NH:11][N:10]=[C:9]2[CH:15]=[O:16])[CH:2]([CH3:4])[CH3:3].[C:17](=O)([O-])[O-].[K+].[K+].CI.O. (3) The reactants are: C([Mg]Br)C.C1(C=NC2CCCCC2)CCCCC1.[O:19]1[CH2:22][CH2:21][CH2:20]1.C1(N=C[C:31]2([CH:37]([OH:40])CC)[CH2:36][CH2:35][CH2:34][CH2:33][CH2:32]2)CCCCC1. Given the product [CH:37]1([OH:40])[C:31]2([CH2:36][CH2:35][CH2:34][CH2:33][CH2:32]2)[CH2:20][CH2:21][CH2:22][O:19]1, predict the reactants needed to synthesize it. (4) The reactants are: [CH:1]1([C:4]2[CH:5]=[CH:6][C:7]([C:17]([OH:19])=O)=[N:8][C:9]=2[O:10][CH:11]([CH3:16])[C:12]([F:15])([F:14])[F:13])[CH2:3][CH2:2]1.[NH2:20][C:21]1([CH2:25][C:26]([NH2:28])=[O:27])[CH2:24][O:23][CH2:22]1.CN(C(ON1N=NC2C=CC=CC1=2)=[N+](C)C)C.[B-](F)(F)(F)F.CCN(C(C)C)C(C)C. Given the product [C:26]([CH2:25][C:21]1([NH:20][C:17]([C:7]2[CH:6]=[CH:5][C:4]([CH:1]3[CH2:2][CH2:3]3)=[C:9]([O:10][CH:11]([CH3:16])[C:12]([F:13])([F:14])[F:15])[N:8]=2)=[O:19])[CH2:24][O:23][CH2:22]1)(=[O:27])[NH2:28], predict the reactants needed to synthesize it.